This data is from Forward reaction prediction with 1.9M reactions from USPTO patents (1976-2016). The task is: Predict the product of the given reaction. Given the reactants [NH2:1][C:2]1[S:3][C:4]2[CH:31]=[CH:30][CH:29]=[CH:28][C:5]=2[C:6]=1[C:7]([N:9]1[CH2:14][CH2:13][CH:12]([N:15]2[CH2:27][CH2:26][CH2:25][C:17]3([C:21](=[O:22])[O:20][C:19]([CH3:24])([CH3:23])[CH2:18]3)[CH2:16]2)[CH2:11][CH2:10]1)=[O:8].ClC(Cl)(Cl)[C:34]([N:36]=C=O)=[O:35].N.CO, predict the reaction product. The product is: [CH3:23][C:19]1([CH3:24])[CH2:18][C:17]2([CH2:25][CH2:26][CH2:27][N:15]([CH:12]3[CH2:11][CH2:10][N:9]([C:7]([C:6]4[C:5]5[CH:28]=[CH:29][CH:30]=[CH:31][C:4]=5[S:3][C:2]=4[NH:1][C:34]([NH2:36])=[O:35])=[O:8])[CH2:14][CH2:13]3)[CH2:16]2)[C:21](=[O:22])[O:20]1.